From a dataset of hERG potassium channel inhibition data for cardiac toxicity prediction from Karim et al.. Regression/Classification. Given a drug SMILES string, predict its toxicity properties. Task type varies by dataset: regression for continuous values (e.g., LD50, hERG inhibition percentage) or binary classification for toxic/non-toxic outcomes (e.g., AMES mutagenicity, cardiotoxicity, hepatotoxicity). Dataset: herg_karim. (1) The drug is COc1ccc(CCN2CCN(CCCc3ccccc3)CC2)cc1OC. The result is 1 (blocker). (2) The compound is Nc1ccc(-c2ccccc2)cc1NC(=O)c1ccc(CNC(=O)CCc2cccnc2)cc1. The result is 1 (blocker).